This data is from Catalyst prediction with 721,799 reactions and 888 catalyst types from USPTO. The task is: Predict which catalyst facilitates the given reaction. (1) Reactant: [CH3:1][O:2][C:3](=[O:22])[C@H:4]([NH:14][C:15]([O:17][C:18]([CH3:21])([CH3:20])[CH3:19])=[O:16])[CH2:5][C:6]1[S:7][C:8]([C:11]([CH3:13])=[CH2:12])=[CH:9][CH:10]=1. Product: [CH3:1][O:2][C:3](=[O:22])[C@H:4]([NH:14][C:15]([O:17][C:18]([CH3:19])([CH3:21])[CH3:20])=[O:16])[CH2:5][C:6]1[S:7][C:8]([CH:11]([CH3:13])[CH3:12])=[CH:9][CH:10]=1. The catalyst class is: 45. (2) Reactant: [CH:1]1([N:14]2[CH2:30][CH2:29][C:17]3([N:21]([C:22]4[CH:27]=[CH:26][CH:25]=[CH:24][CH:23]=4)[CH2:20][CH2:19][CH:18]3[OH:28])[CH2:16][CH2:15]2)[C:12]2=[C:13]3[C:8](=[CH:9][CH:10]=[CH:11]2)[CH2:7][CH2:6][CH2:5][CH:4]3[CH2:3][CH2:2]1.[C:31]([O-:38])(=[O:37])/[CH:32]=[CH:33]/[C:34]([O-:36])=[O:35].C(O)(=O)/C=C/C(O)=O. Product: [C:31]([OH:38])(=[O:37])/[CH:32]=[CH:33]/[C:34]([OH:36])=[O:35].[CH:1]1([N:14]2[CH2:30][CH2:29][C:17]3([N:21]([C:22]4[CH:23]=[CH:24][CH:25]=[CH:26][CH:27]=4)[CH2:20][CH2:19][C:18]3=[O:28])[CH2:16][CH2:15]2)[C:12]2=[C:13]3[C:8](=[CH:9][CH:10]=[CH:11]2)[CH2:7][CH2:6][CH2:5][CH:4]3[CH2:3][CH2:2]1. The catalyst class is: 27. (3) Reactant: [F:1][C:2]1[CH:25]=[CH:24][CH:23]=[CH:22][C:3]=1[CH2:4][C:5]1[C:9]([CH:10]=[N:11][OH:12])=[CH:8][N:7]([CH2:13][C:14]2[CH:19]=[CH:18][C:17]([O:20][CH3:21])=[CH:16][CH:15]=2)[N:6]=1.[Cl:26]N1C(=O)CCC1=O. Product: [F:1][C:2]1[CH:25]=[CH:24][CH:23]=[CH:22][C:3]=1[CH2:4][C:5]1[C:9]([C:10]([Cl:26])=[N:11][OH:12])=[CH:8][N:7]([CH2:13][C:14]2[CH:19]=[CH:18][C:17]([O:20][CH3:21])=[CH:16][CH:15]=2)[N:6]=1. The catalyst class is: 39. (4) Reactant: [CH3:1][NH:2][C:3]1[N:8]=[C:7]([C:9]2[NH:10][C:11]3[C:16]([CH:17]=2)=[CH:15][C:14]([C:18]([OH:20])=[O:19])=[CH:13][CH:12]=3)[CH:6]=[CH:5][N:4]=1.[F:21][C:22]1[C:27](O)=[C:26]([F:29])[C:25]([F:30])=[C:24]([F:31])[C:23]=1[F:32].Cl.C(N=C=NCCCN(C)C)C. Product: [CH3:1][NH:2][C:3]1[N:8]=[C:7]([C:9]2[NH:10][C:11]3[C:16]([CH:17]=2)=[CH:15][C:14]([C:18]([O:20][C:27]2[C:26]([F:29])=[C:25]([F:30])[C:24]([F:31])=[C:23]([F:32])[C:22]=2[F:21])=[O:19])=[CH:13][CH:12]=3)[CH:6]=[CH:5][N:4]=1. The catalyst class is: 1. (5) Reactant: [Cl:1][C:2]1[CH:7]=[CH:6][C:5]([N+:8]([O-])=O)=[CH:4][C:3]=1[C:11]1[NH:12][C:13]([C:16]2[CH:21]=[CH:20][CH:19]=[CH:18][CH:17]=2)=[CH:14][N:15]=1.O.O.[Sn](Cl)Cl.C(OCC)(=O)C.[OH-].[Na+]. Product: [Cl:1][C:2]1[CH:7]=[CH:6][C:5]([NH2:8])=[CH:4][C:3]=1[C:11]1[NH:12][C:13]([C:16]2[CH:21]=[CH:20][CH:19]=[CH:18][CH:17]=2)=[CH:14][N:15]=1. The catalyst class is: 14. (6) Reactant: [F:1][C:2]1([F:24])[C:10]2([C:18]3[C:13](=[N:14][CH:15]=[CH:16][CH:17]=3)[NH:12][C:11]2=[O:19])[CH2:9][C:8]2[C:3]1=[CH:4][C:5]([C:20]([O:22]C)=[O:21])=[CH:6][CH:7]=2.[OH-].[Na+].Cl. Product: [F:24][C:2]1([F:1])[C:10]2([C:18]3[C:13](=[N:14][CH:15]=[CH:16][CH:17]=3)[NH:12][C:11]2=[O:19])[CH2:9][C:8]2[C:3]1=[CH:4][C:5]([C:20]([OH:22])=[O:21])=[CH:6][CH:7]=2. The catalyst class is: 5. (7) Reactant: Br[C:2]1[CH:7]=[CH:6][N:5]([C:8]2[CH:9]=[CH:10][C:11]3[N:12]([C:14]([CH3:20])=[C:15]([CH:17]4[CH2:19][CH2:18]4)[N:16]=3)[CH:13]=2)[C:4](=[O:21])[CH:3]=1.[F:22][C:23]1[S:27][C:26]([CH2:28][OH:29])=[CH:25][CH:24]=1.CC(C)([O-])C.[K+]. Product: [CH:17]1([C:15]2[N:16]=[C:11]3[CH:10]=[CH:9][C:8]([N:5]4[CH:6]=[CH:7][C:2]([O:29][CH2:28][C:26]5[S:27][C:23]([F:22])=[CH:24][CH:25]=5)=[CH:3][C:4]4=[O:21])=[CH:13][N:12]3[C:14]=2[CH3:20])[CH2:19][CH2:18]1. The catalyst class is: 57. (8) Reactant: [S:1]1[CH:5]=[CH:4][N:3]=[C:2]1[S:6]([C:9]1[CH:10]=[C:11]([CH:16]=[CH:17][CH:18]=1)[C:12]([O:14]C)=[O:13])(=[O:8])=[O:7].[OH-].[Na+].Cl. Product: [S:1]1[CH:5]=[CH:4][N:3]=[C:2]1[S:6]([C:9]1[CH:10]=[C:11]([CH:16]=[CH:17][CH:18]=1)[C:12]([OH:14])=[O:13])(=[O:8])=[O:7]. The catalyst class is: 5. (9) Reactant: [Al+3].[Cl-].[Cl-].[Cl-].[O:5]([C:12]1[CH:17]=[CH:16][CH:15]=[CH:14][CH:13]=1)[C:6]1[CH:11]=[CH:10][CH:9]=[CH:8][CH:7]=1.Cl[C:19](=[O:25])[C:20]([O:22][CH2:23][CH3:24])=[O:21].Cl. Product: [CH2:23]([O:22][C:20](=[O:21])[C:19]([C:9]1[CH:10]=[CH:11][C:6]([O:5][C:12]2[CH:13]=[CH:14][CH:15]=[CH:16][CH:17]=2)=[CH:7][CH:8]=1)=[O:25])[CH3:24]. The catalyst class is: 2.